This data is from Catalyst prediction with 721,799 reactions and 888 catalyst types from USPTO. The task is: Predict which catalyst facilitates the given reaction. (1) Reactant: [CH2:1]([O:3][C:4]1[C:5]([O:19][CH2:20][C:21]2[CH:26]=[CH:25][C:24]([O:27][CH3:28])=[CH:23][CH:22]=2)=[N:6][CH:7]=[C:8](B2OC(C)(C)C(C)(C)O2)[CH:9]=1)[CH3:2].[C:29]([C:32]1[N:37]=[CH:36][C:35]([NH:38][C:39](=[O:49])[CH2:40][C:41]2[CH:46]=[CH:45][C:44](Br)=[CH:43][C:42]=2[F:48])=[CH:34][C:33]=1[C:50]([F:53])([F:52])[F:51])(=[O:31])[CH3:30].C([O-])([O-])=O.[Cs+].[Cs+]. Product: [C:29]([C:32]1[N:37]=[CH:36][C:35]([NH:38][C:39](=[O:49])[CH2:40][C:41]2[CH:46]=[CH:45][C:44]([C:8]3[CH:7]=[N:6][C:5]([O:19][CH2:20][C:21]4[CH:22]=[CH:23][C:24]([O:27][CH3:28])=[CH:25][CH:26]=4)=[C:4]([O:3][CH2:1][CH3:2])[CH:9]=3)=[CH:43][C:42]=2[F:48])=[CH:34][C:33]=1[C:50]([F:51])([F:53])[F:52])(=[O:31])[CH3:30]. The catalyst class is: 117. (2) Reactant: [C:1]([SH:20])([C:14]1[CH:19]=[CH:18][CH:17]=[CH:16][CH:15]=1)([C:8]1[CH:13]=[CH:12][CH:11]=[CH:10][CH:9]=1)[C:2]1[CH:7]=[CH:6][CH:5]=[CH:4][CH:3]=1.[H-].[Na+].Br[CH2:24][C:25]1[CH:32]=[CH:31][C:28]([C:29]#[N:30])=[CH:27][CH:26]=1. Product: [C:1]([S:20][CH2:24][C:25]1[CH:32]=[CH:31][C:28]([C:29]#[N:30])=[CH:27][CH:26]=1)([C:8]1[CH:13]=[CH:12][CH:11]=[CH:10][CH:9]=1)([C:14]1[CH:15]=[CH:16][CH:17]=[CH:18][CH:19]=1)[C:2]1[CH:3]=[CH:4][CH:5]=[CH:6][CH:7]=1. The catalyst class is: 1. (3) Reactant: [NH2:1][CH2:2][C:3]1[C:4]([NH2:10])=[N:5][C:6]([CH3:9])=[N:7][CH:8]=1.C(N(CC)CC)C.[CH3:18][C:19]([O:22][C:23](O[C:23]([O:22][C:19]([CH3:21])([CH3:20])[CH3:18])=[O:24])=[O:24])([CH3:21])[CH3:20]. Product: [NH2:10][C:4]1[C:3]([CH2:2][NH:1][C:23](=[O:24])[O:22][C:19]([CH3:21])([CH3:20])[CH3:18])=[CH:8][N:7]=[C:6]([CH3:9])[N:5]=1. The catalyst class is: 61. (4) Reactant: [F:1][C:2]1[CH:32]=[CH:31][C:5]([CH2:6][NH:7][C:8]([C:10]2[S:14][C:13]([C:15]3[CH:20]=[N:19][CH:18]=[C:17](/[CH:21]=[CH:22]/[C:23]4[CH:28]=[CH:27][C:26]([F:29])=[CH:25][CH:24]=4)[N:16]=3)=[N:12][C:11]=2[CH3:30])=[O:9])=[CH:4][CH:3]=1. Product: [F:1][C:2]1[CH:3]=[CH:4][C:5]([CH2:6][NH:7][C:8]([C:10]2[S:14][C:13]([C:15]3[CH:20]=[N:19][CH:18]=[C:17]([CH2:21][CH2:22][C:23]4[CH:28]=[CH:27][C:26]([F:29])=[CH:25][CH:24]=4)[N:16]=3)=[N:12][C:11]=2[CH3:30])=[O:9])=[CH:31][CH:32]=1. The catalyst class is: 604. (5) Reactant: C1C=C(Cl)C=C(C(OO)=[O:9])C=1.[CH2:12]([O:14][CH2:15][C:16]1[N:17]([CH2:40][CH2:41][CH3:42])[C:18]2[C:27]3[CH:26]=[C:25]([O:28][CH2:29][CH2:30][NH:31][C:32](=[O:38])[O:33][C:34]([CH3:37])([CH3:36])[CH3:35])[CH:24]=[CH:23][C:22]=3[N:21]=[CH:20][C:19]=2[N:39]=1)[CH3:13].C(=O)([O-])[O-].[Na+].[Na+]. Product: [CH2:12]([O:14][CH2:15][C:16]1[N:17]([CH2:40][CH2:41][CH3:42])[C:18]2[C:27]3[CH:26]=[C:25]([O:28][CH2:29][CH2:30][NH:31][C:32](=[O:38])[O:33][C:34]([CH3:36])([CH3:35])[CH3:37])[CH:24]=[CH:23][C:22]=3[N+:21]([O-:9])=[CH:20][C:19]=2[N:39]=1)[CH3:13]. The catalyst class is: 22.